From a dataset of Reaction yield outcomes from USPTO patents with 853,638 reactions. Predict the reaction yield, written as a fraction of the theoretical maximum amount of product (1.0 means a 100% yield; for example, 0.34 means a 34% yield). (1) The reactants are [O:1]1[CH:5]=[CH:4][CH:3]=[C:2]1[C:6]1[N:10]([C:11]2[CH:16]=[CH:15][C:14]([O:17][CH3:18])=[CH:13][CH:12]=2)[N:9]=[C:8]([C:19]([O:21]C(C)(C)C)=[O:20])[CH:7]=1.FC(F)(F)C(O)=O. The catalyst is ClCCl. The product is [O:1]1[CH:5]=[CH:4][CH:3]=[C:2]1[C:6]1[N:10]([C:11]2[CH:12]=[CH:13][C:14]([O:17][CH3:18])=[CH:15][CH:16]=2)[N:9]=[C:8]([C:19]([OH:21])=[O:20])[CH:7]=1. The yield is 0.960. (2) The reactants are [CH2:1]([S:3]([N:6]1[CH2:11][CH2:10][CH:9]([C:12]2[C:20]3[C:15](=[C:16]([C:28]([NH2:30])=[O:29])[CH:17]=[C:18]([C:21]4[CH:25]=[C:24]([CH:26]=O)[S:23][CH:22]=4)[CH:19]=3)[NH:14][CH:13]=2)[CH2:8][CH2:7]1)(=[O:5])=[O:4])[CH3:2].[F:31][C:32]([F:39])([F:38])[C@@H:33]1[CH2:37][CH2:36][CH2:35][NH:34]1.[BH4-].[Na+].[CH3:42][OH:43]. The catalyst is C(Cl)Cl.C(O)(=O)C. The product is [F:31][C:32]([F:39])([F:38])[C:42]([OH:4])=[O:43].[CH2:1]([S:3]([N:6]1[CH2:11][CH2:10][CH:9]([C:12]2[C:20]3[C:15](=[C:16]([C:28]([NH2:30])=[O:29])[CH:17]=[C:18]([C:21]4[CH:25]=[C:24]([CH2:26][N:34]5[CH2:35][CH2:36][CH2:37][C@H:33]5[C:32]([F:39])([F:38])[F:31])[S:23][CH:22]=4)[CH:19]=3)[NH:14][CH:13]=2)[CH2:8][CH2:7]1)(=[O:4])=[O:5])[CH3:2]. The yield is 0.0800.